This data is from Reaction yield outcomes from USPTO patents with 853,638 reactions. The task is: Predict the reaction yield, written as a fraction of the theoretical maximum amount of product (1.0 means a 100% yield; for example, 0.34 means a 34% yield). The yield is 0.310. The reactants are [CH3:1][C:2]([OH:7])([CH3:6])[C:3](=[O:5])[CH3:4].[Br-:8].[Br-:9].[Br-].[NH+]1C=CC=CC=1.[NH+]1C=CC=CC=1.[NH+]1C=CC=CC=1. The catalyst is ClCCl. The product is [Br:8][CH:4]([Br:9])[C:3](=[O:5])[C:2]([OH:7])([CH3:6])[CH3:1].